Dataset: NCI-60 drug combinations with 297,098 pairs across 59 cell lines. Task: Regression. Given two drug SMILES strings and cell line genomic features, predict the synergy score measuring deviation from expected non-interaction effect. (1) Drug 1: C1CN(CCN1C(=O)CCBr)C(=O)CCBr. Drug 2: CC12CCC3C(C1CCC2OP(=O)(O)O)CCC4=C3C=CC(=C4)OC(=O)N(CCCl)CCCl.[Na+]. Cell line: NCI-H322M. Synergy scores: CSS=5.15, Synergy_ZIP=-3.57, Synergy_Bliss=-4.09, Synergy_Loewe=-1.03, Synergy_HSA=-2.42. (2) Drug 1: CC12CCC(CC1=CCC3C2CCC4(C3CC=C4C5=CN=CC=C5)C)O. Drug 2: B(C(CC(C)C)NC(=O)C(CC1=CC=CC=C1)NC(=O)C2=NC=CN=C2)(O)O. Cell line: EKVX. Synergy scores: CSS=4.01, Synergy_ZIP=10.1, Synergy_Bliss=0.858, Synergy_Loewe=1.19, Synergy_HSA=-0.204. (3) Drug 1: C1C(C(OC1N2C=NC3=C(N=C(N=C32)Cl)N)CO)O. Drug 2: CC(C)(C#N)C1=CC(=CC(=C1)CN2C=NC=N2)C(C)(C)C#N. Cell line: OVCAR-5. Synergy scores: CSS=31.2, Synergy_ZIP=1.70, Synergy_Bliss=2.48, Synergy_Loewe=-5.12, Synergy_HSA=0.808. (4) Drug 1: CCC1=C2CN3C(=CC4=C(C3=O)COC(=O)C4(CC)O)C2=NC5=C1C=C(C=C5)O. Drug 2: CC1C(C(CC(O1)OC2CC(CC3=C2C(=C4C(=C3O)C(=O)C5=CC=CC=C5C4=O)O)(C(=O)C)O)N)O. Cell line: OVCAR-5. Synergy scores: CSS=44.0, Synergy_ZIP=-4.89, Synergy_Bliss=-5.53, Synergy_Loewe=-2.84, Synergy_HSA=0.487. (5) Drug 1: CN1CCC(CC1)COC2=C(C=C3C(=C2)N=CN=C3NC4=C(C=C(C=C4)Br)F)OC. Drug 2: C(CCl)NC(=O)N(CCCl)N=O. Cell line: UACC62. Synergy scores: CSS=4.08, Synergy_ZIP=-2.78, Synergy_Bliss=-1.34, Synergy_Loewe=-6.08, Synergy_HSA=-2.08. (6) Drug 1: C1CCC(C(C1)N)N.C(=O)(C(=O)[O-])[O-].[Pt+4]. Drug 2: CCC1(C2=C(COC1=O)C(=O)N3CC4=CC5=C(C=CC(=C5CN(C)C)O)N=C4C3=C2)O.Cl. Cell line: U251. Synergy scores: CSS=42.5, Synergy_ZIP=-3.55, Synergy_Bliss=-3.54, Synergy_Loewe=-17.9, Synergy_HSA=-0.773.